This data is from Reaction yield outcomes from USPTO patents with 853,638 reactions. The task is: Predict the reaction yield, written as a fraction of the theoretical maximum amount of product (1.0 means a 100% yield; for example, 0.34 means a 34% yield). (1) The reactants are Cl[C:2]1[C:11]2[C:10](=[O:12])[N:9]([CH2:13][C@@H:14]3[CH2:18][O:17]C(C)(C)[O:15]3)[CH:8]=[N:7][C:6]=2[N:5]([CH3:21])[C:4](=[O:22])[C:3]=1[CH3:23].[F:24][C:25]1[CH:31]=[C:30]([I:32])[CH:29]=[CH:28][C:26]=1[NH2:27].CC1(C)C2C=CC=C(P(C3C=CC=CC=3)C3C=CC=CC=3)C=2OC2C1=CC=CC=2P(C1C=CC=CC=1)C1C=CC=CC=1.CC(C)([O-])C.[Na+]. The catalyst is O1CCOCC1.C1C=CC(/C=C/C(/C=C/C2C=CC=CC=2)=O)=CC=1.C1C=CC(/C=C/C(/C=C/C2C=CC=CC=2)=O)=CC=1.C1C=CC(/C=C/C(/C=C/C2C=CC=CC=2)=O)=CC=1.[Pd].[Pd]. The product is [OH:15][C@@H:14]([CH2:18][OH:17])[CH2:13][N:9]1[C:10](=[O:12])[C:11]2[C:2]([NH:27][C:26]3[CH:28]=[CH:29][C:30]([I:32])=[CH:31][C:25]=3[F:24])=[C:3]([CH3:23])[C:4](=[O:22])[N:5]([CH3:21])[C:6]=2[N:7]=[CH:8]1. The yield is 0.310. (2) The reactants are [Cl:1][C:2]1[CH:7]=[CH:6][CH:5]=[CH:4][C:3]=1[C:8]1[C:16]2[O:15][CH:14]([CH2:17]OS(C3C=CC(C)=CC=3)(=O)=O)[O:13][C:12]=2[CH:11]=[C:10]([F:29])[CH:9]=1.[CH3:30][NH:31][CH3:32]. No catalyst specified. The product is [Cl:1][C:2]1[CH:7]=[CH:6][CH:5]=[CH:4][C:3]=1[C:8]1[C:16]2[O:15][CH:14]([CH2:17][N:31]([CH3:32])[CH3:30])[O:13][C:12]=2[CH:11]=[C:10]([F:29])[CH:9]=1. The yield is 0.700. (3) The reactants are F[C:2]1[CH:29]=[CH:28][CH:27]=[CH:26][C:3]=1[CH2:4][N:5]1[C:10](=[O:11])[CH:9]=[CH:8][C:7]([C:12]2C3C(=CC=CC=3)N(CC(O)=O)C=2C)=[CH:6]1.[CH3:30][C:31]1[N:32]([CH2:40][C:41]([O:43]C)=[O:42])[C:33]2[C:38]([CH:39]=1)=[CH:37][CH:36]=[CH:35][CH:34]=2.[Li+].[OH-]. No catalyst specified. The product is [CH2:4]([N:5]1[C:10](=[O:11])[CH:9]=[CH:8][C:7]([CH2:12][C:39]2[C:38]3[C:33](=[CH:34][CH:35]=[CH:36][CH:37]=3)[N:32]([CH2:40][C:41]([OH:43])=[O:42])[C:31]=2[CH3:30])=[CH:6]1)[C:3]1[CH:26]=[CH:27][CH:28]=[CH:29][CH:2]=1. The yield is 0.831. (4) The reactants are [N:1]1[CH:6]=[CH:5][CH:4]=[CH:3][CH:2]=1.Cl.[C:8](Cl)(=[O:15])[C:9]1[CH:14]=[CH:13][CH:12]=[N:11][CH:10]=1.[CH3:17][C:18]([CH3:44])([CH2:21][CH2:22][CH2:23][CH2:24][CH2:25][CH:26]([O:37][CH:38]1[CH2:43][CH2:42][CH2:41][CH2:40][O:39]1)[CH2:27][CH2:28][CH2:29][CH2:30][CH2:31][C:32]([CH3:36])([CH3:35])[CH2:33][OH:34])[CH2:19]O.C[C:46]([O:49]C)(C)C. The product is [O:39]1[CH2:40][CH2:41][CH2:42][CH2:43][CH:38]1[O:37][CH:26]([CH2:25][CH2:24][CH2:23][CH2:22][CH2:21][C:18]([CH3:44])([CH3:19])[CH2:17][C:8](=[O:15])[C:9]1[CH:14]=[CH:13][CH:12]=[N:11][CH:10]=1)[CH2:27][CH2:28][CH2:29][CH2:30][CH2:31][C:32]([CH3:36])([CH3:35])[CH2:33][O:34][C:46](=[O:49])[C:3]1[CH:4]=[CH:5][CH:6]=[N:1][CH:2]=1. The yield is 0.690. No catalyst specified. (5) The reactants are ClC(Cl)(O[C:5](=[O:11])OC(Cl)(Cl)Cl)Cl.[CH3:13][O:14][C:15](=[O:22])[CH:16]([C:18]([F:21])([F:20])[F:19])[OH:17].C(N(CC)C(C)C)(C)C.[CH3:32][NH:33][CH2:34][CH2:35][C:36]1[CH:41]=[CH:40][CH:39]=[CH:38][CH:37]=1. The catalyst is C(Cl)Cl. The product is [F:19][C:18]([F:21])([F:20])[CH:16]([O:17][C:5](=[O:11])[N:33]([CH3:32])[CH2:34][CH2:35][C:36]1[CH:41]=[CH:40][CH:39]=[CH:38][CH:37]=1)[C:15]([O:14][CH3:13])=[O:22]. The yield is 0.640. (6) The reactants are [CH2:1]([N:4]1[C:9](=[O:10])[C:8]([Br:11])=[N:7][NH:6][C:5]1=[O:12])[CH:2]=[CH2:3].[C:13]([NH:16][C:17]1[CH:18]=[C:19](B(O)O)[CH:20]=[CH:21][CH:22]=1)(=[O:15])[CH3:14].N1C=CC=CC=1. The catalyst is CN(C=O)C.C([O-])(O)=O.[Na+].C([O-])(=O)C.[Cu+2].C([O-])(=O)C. The product is [CH2:1]([N:4]1[C:9](=[O:10])[C:8]([Br:11])=[N:7][N:6]([C:21]2[CH:22]=[C:17]([NH:16][C:13](=[O:15])[CH3:14])[CH:18]=[CH:19][CH:20]=2)[C:5]1=[O:12])[CH:2]=[CH2:3]. The yield is 0.460. (7) The reactants are [Li][CH2:2]CCC.[Cl:6][C:7]1[CH:15]=[CH:14][C:10]([C:11]([OH:13])=[O:12])=[C:9]([CH3:16])[CH:8]=1.CI.O. The catalyst is C1COCC1. The product is [Cl:6][C:7]1[CH:15]=[CH:14][C:10]([C:11]([OH:13])=[O:12])=[C:9]([CH2:16][CH3:2])[CH:8]=1. The yield is 0.460. (8) The reactants are [CH3:1][CH:2]([C:4]1[C:5]([C:17]2[CH:22]=[CH:21][CH:20]=[CH:19][CH:18]=2)=[C:6]([OH:16])[C:7]2[C:12]([CH:13]=1)=[CH:11][C:10]([O:14][CH3:15])=[CH:9][CH:8]=2)[CH3:3].[H-].[Na+].F[C:26]1[CH:33]=[CH:32][C:29]([CH:30]=[O:31])=[CH:28][CH:27]=1. The catalyst is CN(C=O)C. The product is [CH3:3][CH:2]([C:4]1[C:5]([C:17]2[CH:22]=[CH:21][CH:20]=[CH:19][CH:18]=2)=[C:6]([O:16][C:26]2[CH:33]=[CH:32][C:29]([CH:30]=[O:31])=[CH:28][CH:27]=2)[C:7]2[C:12]([CH:13]=1)=[CH:11][C:10]([O:14][CH3:15])=[CH:9][CH:8]=2)[CH3:1]. The yield is 0.910.